From a dataset of Forward reaction prediction with 1.9M reactions from USPTO patents (1976-2016). Predict the product of the given reaction. (1) Given the reactants [CH2:1]([N:3]1[CH:7]=[C:6]([NH:8][C:9](=[O:34])[CH2:10][C:11]2[CH:16]=[CH:15][C:14]([O:17][C:18]3[C:27]4[C:22](=[CH:23][C:24]([O:32][CH3:33])=[C:25]([C:28]([O:30]C)=[O:29])[CH:26]=4)[N:21]=[CH:20][CH:19]=3)=[CH:13][CH:12]=2)[CH:5]=[N:4]1)[CH3:2].[OH-].[Li+].Cl, predict the reaction product. The product is: [CH2:1]([N:3]1[CH:7]=[C:6]([NH:8][C:9](=[O:34])[CH2:10][C:11]2[CH:16]=[CH:15][C:14]([O:17][C:18]3[C:27]4[C:22](=[CH:23][C:24]([O:32][CH3:33])=[C:25]([C:28]([OH:30])=[O:29])[CH:26]=4)[N:21]=[CH:20][CH:19]=3)=[CH:13][CH:12]=2)[CH:5]=[N:4]1)[CH3:2]. (2) Given the reactants FC(F)(F)C(O)=O.[CH2:8]1[C:11]2([CH2:15][CH2:14][NH:13][CH2:12]2)[CH2:10][CH:9]1[NH:16][C:17]([O:19][CH2:20][C:21]1[O:25][N:24]=[C:23]([C:26]([O:28][CH2:29][CH3:30])=[O:27])[CH:22]=1)=[O:18].F[C:32]1[CH:37]=[CH:36][C:35]([C:38]2[CH:43]=[CH:42][C:41]([F:44])=[CH:40][CH:39]=2)=[CH:34][N:33]=1.C(N(CC)C(C)C)(C)C, predict the reaction product. The product is: [F:44][C:41]1[CH:40]=[CH:39][C:38]([C:35]2[CH:36]=[CH:37][C:32]([N:13]3[CH2:14][CH2:15][C:11]4([CH2:10][CH:9]([NH:16][C:17]([O:19][CH2:20][C:21]5[O:25][N:24]=[C:23]([C:26]([O:28][CH2:29][CH3:30])=[O:27])[CH:22]=5)=[O:18])[CH2:8]4)[CH2:12]3)=[N:33][CH:34]=2)=[CH:43][CH:42]=1. (3) Given the reactants [Cl-].[NH4+:2].[OH-].[NH4+].Cl[O-].[Na+].[NH:8]1[CH:12]=[C:11]([C:13]([O:15][CH2:16][CH3:17])=[O:14])[CH:10]=[C:9]1[C:18]([O:20][CH2:21][CH3:22])=[O:19].[OH-].[Na+].NCl, predict the reaction product. The product is: [NH2:2][N:8]1[CH:12]=[C:11]([C:13]([O:15][CH2:16][CH3:17])=[O:14])[CH:10]=[C:9]1[C:18]([O:20][CH2:21][CH3:22])=[O:19]. (4) Given the reactants C([Li])CCC.CC1(C)CCCC(C)(C)N1.[Cl:16][C:17]1[N:24]=[CH:23][CH:22]=[CH:21][C:18]=1[C:19]#[N:20].[B:25]([O:34]C(C)C)([O:30]C(C)C)[O:26]C(C)C.[OH-].[Na+], predict the reaction product. The product is: [Cl:16][C:17]1[C:18]([C:19]#[N:20])=[C:21]([O:26][B:25]([OH:34])[OH:30])[CH:22]=[CH:23][N:24]=1. (5) The product is: [CH2:7]([O:9][C:10](=[O:23])[N:11]([C:12]1[CH:17]=[C:16]([Cl:18])[N:15]=[C:14]([Cl:19])[C:13]=1[N+:20]([O-:22])=[O:21])[CH2:28][C:29]1[CH:34]=[N:33][C:32]([CH3:35])=[CH:31][CH:30]=1)[CH3:8]. Given the reactants C(=O)([O-])[O-].[K+].[K+].[CH2:7]([O:9][C:10](=[O:23])[NH:11][C:12]1[CH:17]=[C:16]([Cl:18])[N:15]=[C:14]([Cl:19])[C:13]=1[N+:20]([O-:22])=[O:21])[CH3:8].[I-].[Na+].Cl.Cl[CH2:28][C:29]1[CH:30]=[CH:31][C:32]([CH3:35])=[N:33][CH:34]=1, predict the reaction product. (6) Given the reactants [Br:1][C:2]1[CH:7]=[CH:6][C:5]([C:8]2[CH2:12][CH:11]([CH2:13][OH:14])[O:10][N:9]=2)=[CH:4][C:3]=1[F:15].C(N(CC)CC)C.[CH3:23][S:24](Cl)(=[O:26])=[O:25].C(=O)(O)[O-].[Na+], predict the reaction product. The product is: [Br:1][C:2]1[CH:7]=[CH:6][C:5]([C:8]2[CH2:12][CH:11]([CH2:13][O:14][S:24]([CH3:23])(=[O:26])=[O:25])[O:10][N:9]=2)=[CH:4][C:3]=1[F:15]. (7) The product is: [N+:43]([C:46]1[CH:51]=[CH:50][CH:49]=[CH:48][C:47]=1[NH:52][C:53]([NH:1][C:2]1[CH:3]=[CH:4][C:5]([CH2:6][C@H:7]([N:10]([CH2:18][C@H:19]([O:28][Si:39]([CH3:40])([CH3:41])[CH3:42])[CH2:20][O:21][C:22]2[CH:23]=[CH:24][CH:25]=[CH:26][CH:27]=2)[C:11](=[O:17])[O:12][C:13]([CH3:16])([CH3:15])[CH3:14])[CH2:8][O:9][Si:39]([CH3:42])([CH3:41])[CH3:40])=[CH:29][CH:30]=1)=[O:54])([O-:45])=[O:44]. Given the reactants [NH2:1][C:2]1[CH:30]=[CH:29][C:5]([CH2:6][C@H:7]([N:10]([CH2:18][C@H:19]([OH:28])[CH2:20][O:21][C:22]2[CH:27]=[CH:26][CH:25]=[CH:24][CH:23]=2)[C:11](=[O:17])[O:12][C:13]([CH3:16])([CH3:15])[CH3:14])[CH2:8][OH:9])=[CH:4][CH:3]=1.C/C(/O[Si:39]([CH3:42])([CH3:41])[CH3:40])=N\[Si:39]([CH3:42])([CH3:41])[CH3:40].[N+:43]([C:46]1[CH:51]=[CH:50][CH:49]=[CH:48][C:47]=1[N:52]=[C:53]=[O:54])([O-:45])=[O:44].C(N(CC)C(C)C)(C)C, predict the reaction product.